From a dataset of Peptide-MHC class I binding affinity with 185,985 pairs from IEDB/IMGT. Regression. Given a peptide amino acid sequence and an MHC pseudo amino acid sequence, predict their binding affinity value. This is MHC class I binding data. The peptide sequence is VMYASALVLL. The MHC is HLA-A02:06 with pseudo-sequence HLA-A02:06. The binding affinity (normalized) is 0.656.